Dataset: Forward reaction prediction with 1.9M reactions from USPTO patents (1976-2016). Task: Predict the product of the given reaction. Given the reactants [I-].[NH2:2][C:3]1[CH:12]=[CH:11][CH:10]=[C:9]2[C:4]=1[CH:5]=[CH:6][CH:7]=[N+:8]2[CH3:13].CO, predict the reaction product. The product is: [CH3:13][N:8]1[C:9]2[CH:10]=[CH:11][CH:12]=[C:3]([NH2:2])[C:4]=2[CH2:5][CH2:6][CH2:7]1.